From a dataset of Full USPTO retrosynthesis dataset with 1.9M reactions from patents (1976-2016). Predict the reactants needed to synthesize the given product. (1) Given the product [Br:1][C:2]1[CH:3]=[CH:4][C:5]2[N:6]([N:8]=[C:9]([NH:11][C:12](=[O:19])[C:13]3[CH:18]=[CH:17][CH:16]=[CH:15][CH:14]=3)[N:10]=2)[CH:7]=1, predict the reactants needed to synthesize it. The reactants are: [Br:1][C:2]1[CH:3]=[CH:4][C:5]2[N:6]([N:8]=[C:9]([NH2:11])[N:10]=2)[CH:7]=1.[C:12](Cl)(=[O:19])[C:13]1[CH:18]=[CH:17][CH:16]=[CH:15][CH:14]=1. (2) Given the product [CH3:33][C@@H:34]([O:38][C:39]1[N:47]=[C:46]2[C:42]([N:43]=[C:44]([O:48][CH3:49])[N:45]2[CH2:52][CH2:53][CH2:54][CH2:55][CH:56]2[CH2:61][CH2:60][O:59][CH2:58][CH2:57]2)=[C:41]([NH2:50])[N:40]=1)[CH2:35][CH2:36][CH3:37], predict the reactants needed to synthesize it. The reactants are: C(NC1N=C2C(N=C(OC)N2CCCC2CCOC2)=C(N)N=1)CCC.FC(F)(F)C(O)=O.[CH3:33][C@@H:34]([O:38][C:39]1[NH:40][C:41]([NH2:50])=[C:42]2[C:46]([N:47]=1)=[N:45][C:44]([O:48][CH3:49])=[N:43]2)[CH2:35][CH2:36][CH3:37].Br[CH2:52][CH2:53][CH2:54][CH2:55][CH:56]1[CH2:61][CH2:60][O:59][CH2:58][CH2:57]1. (3) Given the product [Cl:11][C:12]1[CH:19]=[CH:18][C:15]([CH2:16][O:1][C:2]2[CH:10]=[CH:9][CH:8]=[C:7]3[C:3]=2[CH:4]=[CH:5][NH:6]3)=[CH:14][CH:13]=1, predict the reactants needed to synthesize it. The reactants are: [OH:1][C:2]1[CH:10]=[CH:9][CH:8]=[C:7]2[C:3]=1[CH:4]=[CH:5][NH:6]2.[Cl:11][C:12]1[CH:19]=[CH:18][C:15]([CH2:16]Br)=[CH:14][CH:13]=1.C(OC1C=CC=C2C=1C=CN2)CC1C=CC=CC=1. (4) Given the product [Cl:1][C:2]1[CH:7]=[CH:6][C:5]([N:8]2[CH2:9][CH2:10][CH:11]([C:14]([OH:16])=[O:15])[CH2:12][CH2:13]2)=[CH:4][CH:3]=1, predict the reactants needed to synthesize it. The reactants are: [Cl:1][C:2]1[CH:7]=[CH:6][C:5]([N:8]2[CH2:13][CH2:12][CH:11]([C:14]([O:16]CC)=[O:15])[CH2:10][CH2:9]2)=[CH:4][CH:3]=1. (5) The reactants are: [C:1]1([C:7]2[C:20]3[C:15](=[CH:16][CH:17]=[CH:18][CH:19]=3)[C:14](B(O)O)=[C:13]3[C:8]=2[CH:9]=[CH:10][CH:11]=[CH:12]3)[CH:6]=[CH:5][CH:4]=[CH:3][CH:2]=1.[Br:24][C:25]1[CH:30]=[CH:29][C:28](Br)=[CH:27][CH:26]=1.C(=O)([O-])[O-].[Na+].[Na+]. Given the product [C:1]1([C:7]2[C:20]3[C:15]([C:14]([C:28]4[CH:29]=[CH:30][C:25]([Br:24])=[CH:26][CH:27]=4)=[C:13]4[C:8]=2[CH:9]=[CH:10][CH:11]=[CH:12]4)=[CH:16][CH:17]=[CH:18][CH:19]=3)[CH:6]=[CH:5][CH:4]=[CH:3][CH:2]=1, predict the reactants needed to synthesize it.